From a dataset of Catalyst prediction with 721,799 reactions and 888 catalyst types from USPTO. Predict which catalyst facilitates the given reaction. (1) Reactant: [NH2:1][C:2]1[C:7]([C:8]#[N:9])=[C:6]([C:10]2[CH:15]=[CH:14][C:13]([OH:16])=[CH:12][CH:11]=2)[C:5]([C:17]#[N:18])=[C:4]([S:19][CH2:20][CH2:21][NH2:22])[N:3]=1.[CH2:23]([N:25]=[C:26]=[O:27])C. Product: [NH2:1][C:2]1[N:3]=[C:4]([S:19][CH2:20][CH2:21][NH:22][C:26]([NH:25][CH3:23])=[O:27])[C:5]([C:17]#[N:18])=[C:6]([C:10]2[CH:11]=[CH:12][C:13]([OH:16])=[CH:14][CH:15]=2)[C:7]=1[C:8]#[N:9]. The catalyst class is: 3. (2) Reactant: Cl[C:2]1[C:3]2[S:19][C:18]([CH3:20])=[CH:17][C:4]=2[N:5]=[C:6]([C:8]([C:10]2[CH:15]=[CH:14][C:13]([F:16])=[CH:12][CH:11]=2)=[O:9])[N:7]=1.[CH3:21][C:22]1[NH:26][N:25]=[C:24]([NH2:27])[CH:23]=1.CCN(C(C)C)C(C)C. Product: [F:16][C:13]1[CH:14]=[CH:15][C:10]([C:8]([C:6]2[N:7]=[C:2]([NH:27][C:24]3[CH:23]=[C:22]([CH3:21])[NH:26][N:25]=3)[C:3]3[S:19][C:18]([CH3:20])=[CH:17][C:4]=3[N:5]=2)=[O:9])=[CH:11][CH:12]=1. The catalyst class is: 18. (3) Reactant: [C:1]([O:5][C:6](=[O:22])[N:7]([C@H:9]1[C@H:13]([C:14]2[CH:19]=[CH:18][C:17]([Cl:20])=[C:16]([Cl:21])[CH:15]=2)[CH2:12][NH:11][CH2:10]1)[CH3:8])([CH3:4])([CH3:3])[CH3:2].C(N(C(C)C)C(C)C)C.[CH3:32][S:33]([N:36]1[CH2:41][CH2:40][N:39]([C:42](Cl)=[O:43])[CH2:38][CH2:37]1)(=[O:35])=[O:34]. Product: [C:1]([O:5][C:6](=[O:22])[N:7]([C@H:9]1[C@H:13]([C:14]2[CH:19]=[CH:18][C:17]([Cl:20])=[C:16]([Cl:21])[CH:15]=2)[CH2:12][N:11]([C:42]([N:39]2[CH2:38][CH2:37][N:36]([S:33]([CH3:32])(=[O:35])=[O:34])[CH2:41][CH2:40]2)=[O:43])[CH2:10]1)[CH3:8])([CH3:4])([CH3:2])[CH3:3]. The catalyst class is: 2. (4) Reactant: [C:1]([NH:18][CH2:19][CH2:20][CH2:21][CH2:22][CH2:23][CH2:24][CH2:25][CH2:26][CH2:27][CH2:28]CC=C)([O:3][CH2:4][CH:5]1[C:17]2[C:12](=[CH:13][CH:14]=[CH:15][CH:16]=2)[C:11]2[C:6]1=[CH:7][CH:8]=[CH:9][CH:10]=2)=[O:2].C(N([CH2:37][CH3:38])CC)C.CCCCCCC.[OH2:46]. Product: [C:1]([N:18]([CH2:19][CH2:20][CH2:21][CH2:22][CH2:23][CH2:24][CH2:25][CH2:26][CH2:27][CH3:28])[CH2:38][CH:37]=[O:46])([O:3][CH2:4][CH:5]1[C:6]2[C:11](=[CH:12][CH:13]=[CH:14][CH:7]=2)[C:10]2[C:17]1=[CH:16][CH:15]=[CH:8][CH:9]=2)=[O:2]. The catalyst class is: 98. (5) Reactant: [NH2:1][C@@H:2]1[CH2:6][CH2:5][N:4]([C:7]2[N:15]=[C:14]3[C:10]([N:11]=[CH:12][N:13]3[C@@H:16]3[CH2:20][C@H:19]([NH:21][C:22](=[O:33])[C@H:23]([O:25][CH2:26][C:27]4[CH:32]=[CH:31][CH:30]=[CH:29][CH:28]=4)[CH3:24])[C@@H:18]([OH:34])[C@H:17]3[OH:35])=[C:9]([NH:36][CH2:37][CH:38]([C:45]3[CH:50]=[CH:49][CH:48]=[CH:47][CH:46]=3)[C:39]3[CH:44]=[CH:43][CH:42]=[CH:41][CH:40]=3)[N:8]=2)[CH2:3]1.C1([O:57][C:58](=O)[NH:59][C:60]2[CH:61]=[N:62][CH:63]=[CH:64][CH:65]=2)C=CC=CC=1. Product: [CH2:26]([O:25][C@H:23]([CH3:24])[C:22]([NH:21][C@H:19]1[CH2:20][C@@H:16]([N:13]2[CH:12]=[N:11][C:10]3[C:14]2=[N:15][C:7]([N:4]2[CH2:5][CH2:6][C@@H:2]([NH:1][C:58]([NH:59][C:60]4[CH:61]=[N:62][CH:63]=[CH:64][CH:65]=4)=[O:57])[CH2:3]2)=[N:8][C:9]=3[NH:36][CH2:37][CH:38]([C:39]2[CH:44]=[CH:43][CH:42]=[CH:41][CH:40]=2)[C:45]2[CH:46]=[CH:47][CH:48]=[CH:49][CH:50]=2)[C@H:17]([OH:35])[C@@H:18]1[OH:34])=[O:33])[C:27]1[CH:32]=[CH:31][CH:30]=[CH:29][CH:28]=1. The catalyst class is: 37. (6) Reactant: [CH2:1]([O:8][C:9]([N:11]1[CH2:15][C@H:14]([OH:16])[C@H:13]([NH2:17])[CH2:12]1)=[O:10])[C:2]1[CH:7]=[CH:6][CH:5]=[CH:4][CH:3]=1.N1C=CN=C1.[Si:23](Cl)([C:26]([CH3:29])([CH3:28])[CH3:27])([CH3:25])[CH3:24]. Product: [CH2:1]([O:8][C:9]([N:11]1[CH2:15][C@H:14]([O:16][Si:23]([C:26]([CH3:29])([CH3:28])[CH3:27])([CH3:25])[CH3:24])[C@H:13]([NH2:17])[CH2:12]1)=[O:10])[C:2]1[CH:3]=[CH:4][CH:5]=[CH:6][CH:7]=1. The catalyst class is: 2. (7) Reactant: [C:1]1([NH:7][C@H:8]([C:10]([O:12][CH2:13][CH3:14])=[O:11])[CH3:9])[CH:6]=[CH:5][CH:4]=[CH:3][CH:2]=1.[Cl:15][C:16]1[N:21]=[C:20](Cl)[C:19]([N+:23]([O-:25])=[O:24])=[CH:18][N:17]=1.N1C=CN=C1. Product: [Cl:15][C:16]1[N:21]=[C:20]([N:7]([C:1]2[CH:6]=[CH:5][CH:4]=[CH:3][CH:2]=2)[C@H:8]([C:10]([O:12][CH2:13][CH3:14])=[O:11])[CH3:9])[C:19]([N+:23]([O-:25])=[O:24])=[CH:18][N:17]=1. The catalyst class is: 4. (8) Reactant: [C:1]([C:3]([CH3:11])=[C:4]([C:6]([O:8][CH2:9][CH3:10])=[O:7])[O-])#[N:2].[K+].CCO.Cl.[C:17]([NH:21][NH2:22])([CH3:20])([CH3:19])[CH3:18]. Product: [CH2:9]([O:8][C:6]([C:4]1[C:3]([CH3:11])=[C:1]([NH2:2])[N:21]([C:17]([CH3:20])([CH3:19])[CH3:18])[N:22]=1)=[O:7])[CH3:10]. The catalyst class is: 161. (9) Reactant: Br[C:2]1[S:23][C:5]2[N:6]([CH3:22])[C:7](=[O:21])[N:8]([CH2:11][CH2:12][CH2:13][O:14][CH:15]3[CH2:20][CH2:19][CH2:18][CH2:17][O:16]3)[C:9](=[O:10])[C:4]=2[C:3]=1[CH:24]([OH:29])[CH2:25][CH:26]([CH3:28])[CH3:27].[F:30][C:31]([F:43])([F:42])[O:32][C:33]1[CH:34]=[C:35](B(O)O)[CH:36]=[CH:37][CH:38]=1.[O-]P([O-])([O-])=O.[K+].[K+].[K+]. Product: [OH:29][CH:24]([C:3]1[C:4]2[C:9](=[O:10])[N:8]([CH2:11][CH2:12][CH2:13][O:14][CH:15]3[CH2:20][CH2:19][CH2:18][CH2:17][O:16]3)[C:7](=[O:21])[N:6]([CH3:22])[C:5]=2[S:23][C:2]=1[C:35]1[CH:36]=[CH:37][CH:38]=[C:33]([O:32][C:31]([F:30])([F:42])[F:43])[CH:34]=1)[CH2:25][CH:26]([CH3:28])[CH3:27]. The catalyst class is: 77.